From a dataset of Forward reaction prediction with 1.9M reactions from USPTO patents (1976-2016). Predict the product of the given reaction. (1) Given the reactants Cl.[Cl:2][C:3]1[C:4]([O:26]COC)=[CH:5][C:6]([O:22]COC)=[C:7]([C:9]([N:11]2[CH2:15][CH2:14][CH2:13][C@@H:12]2[CH2:16][N:17]2[CH2:21][CH2:20][CH2:19][CH2:18]2)=[O:10])[CH:8]=1, predict the reaction product. The product is: [Cl:2][C:3]1[CH:8]=[C:7]([C:9]([N:11]2[CH2:15][CH2:14][CH2:13][C@@H:12]2[CH2:16][N:17]2[CH2:21][CH2:20][CH2:19][CH2:18]2)=[O:10])[C:6]([OH:22])=[CH:5][C:4]=1[OH:26]. (2) Given the reactants [CH2:1]([S:3][C:4]1[CH:5]=[C:6]([CH:18]=[CH:19][CH:20]=1)[O:7][C:8]1[N:16]=[CH:15][C:14]([F:17])=[CH:13][C:9]=1[C:10]([OH:12])=O)[CH3:2].[NH2:21][CH2:22][C:23]1([OH:29])[CH2:28][CH2:27][CH2:26][CH2:25][CH2:24]1.C(N(CC)CC)C.Cl.CN(C)CCCN=C=NCC.ON1C2C=CC=CC=2N=N1, predict the reaction product. The product is: [CH2:1]([S:3][C:4]1[CH:5]=[C:6]([CH:18]=[CH:19][CH:20]=1)[O:7][C:8]1[N:16]=[CH:15][C:14]([F:17])=[CH:13][C:9]=1[C:10]([NH:21][CH2:22][C:23]1([OH:29])[CH2:28][CH2:27][CH2:26][CH2:25][CH2:24]1)=[O:12])[CH3:2]. (3) The product is: [NH2:61][C:62]1[CH:67]=[CH:66][CH:65]=[CH:64][C:63]=1[S:68][C:2]1[CH:21]=[CH:20][C:19]2[C:16]3=[C:17]4[C:18]5[C:9]([C:10](=[O:46])[N:11]([C:34]6[C:39]([CH:40]([CH3:42])[CH3:41])=[CH:38][CH:37]=[CH:36][C:35]=6[CH:43]([CH3:45])[CH3:44])[C:12](=[O:33])[C:13]=5[CH:14]=[C:15]3[O:22][C:23]3[CH:28]=[CH:27][C:26]([C:29]([CH3:32])([CH3:31])[CH3:30])=[CH:25][CH:24]=3)=[CH:8][C:7]([O:47][C:48]3[CH:53]=[CH:52][C:51]([C:54]([CH3:57])([CH3:56])[CH3:55])=[CH:50][CH:49]=3)=[C:6]4[C:5]3=[CH:58][CH:59]=[CH:60][C:3]=1[C:4]=23. Given the reactants Br[C:2]1[CH:21]=[CH:20][C:19]2[C:16]3=[C:17]4[C:18]5[C:9]([C:10](=[O:46])[N:11]([C:34]6[C:39]([CH:40]([CH3:42])[CH3:41])=[CH:38][CH:37]=[CH:36][C:35]=6[CH:43]([CH3:45])[CH3:44])[C:12](=[O:33])[C:13]=5[CH:14]=[C:15]3[O:22][C:23]3[CH:28]=[CH:27][C:26]([C:29]([CH3:32])([CH3:31])[CH3:30])=[CH:25][CH:24]=3)=[CH:8][C:7]([O:47][C:48]3[CH:53]=[CH:52][C:51]([C:54]([CH3:57])([CH3:56])[CH3:55])=[CH:50][CH:49]=3)=[C:6]4[C:5]3=[CH:58][CH:59]=[CH:60][C:3]=1[C:4]=23.[NH2:61][C:62]1[CH:67]=[CH:66][CH:65]=[CH:64][C:63]=1[SH:68].C(=O)([O-])[O-].[K+].[K+].Cl, predict the reaction product. (4) Given the reactants [Cl:1][C:2]1[CH:3]=[CH:4][C:5]2[NH:11][C:10](=[N:12][NH2:13])[C@@H:9]([CH2:14][C:15]([O:17][CH2:18][CH:19]=[CH2:20])=[O:16])[S:8][C@H:7]([C:21]3[C:26]([O:27][CH3:28])=[CH:25][CH:24]=[CH:23][C:22]=3[O:29][CH3:30])[C:6]=2[CH:31]=1.C(N(CC)CC)C.[F:39][C:40]([F:51])([F:50])[C:41](O[C:41](=O)[C:40]([F:51])([F:50])[F:39])=O.O.C1(C)C=CC(S(O)(=O)=O)=CC=1, predict the reaction product. The product is: [Cl:1][C:2]1[CH:3]=[CH:4][C:5]2[N:11]3[C:41]([C:40]([F:51])([F:50])[F:39])=[N:13][N:12]=[C:10]3[C@@H:9]([CH2:14][C:15]([O:17][CH2:18][CH:19]=[CH2:20])=[O:16])[S:8][C@H:7]([C:21]3[C:26]([O:27][CH3:28])=[CH:25][CH:24]=[CH:23][C:22]=3[O:29][CH3:30])[C:6]=2[CH:31]=1. (5) Given the reactants [CH:1]1([CH2:7][C@H:8]([CH2:12][C:13]([N:15]2[CH2:20][CH2:19][O:18][CH2:17][CH2:16]2)=O)[C:9]([OH:11])=O)[CH2:6][CH2:5][CH2:4][CH2:3][CH2:2]1.C(Cl)CCl.[OH:25]N1C2C=CC=CC=2N=N1.Cl.[CH2:36]([O:43][CH2:44][C@@H:45]([C:47]([NH2:49])=[O:48])[NH2:46])[C:37]1[CH:42]=[CH:41][CH:40]=[CH:39][CH:38]=1.CN1CCOCC1, predict the reaction product. The product is: [CH2:36]([O:43][CH2:44][CH:45]([NH:46][C:9](=[O:11])[CH:8]([CH2:7][CH:1]1[CH2:2][CH2:3][CH2:4][CH2:5][CH2:6]1)[C:12](=[O:25])[CH2:13][N:15]1[CH2:20][CH2:19][O:18][CH2:17][CH2:16]1)[C:47](=[O:48])[NH2:49])[C:37]1[CH:42]=[CH:41][CH:40]=[CH:39][CH:38]=1. (6) Given the reactants O1CCOCC1.[ClH:7].[F:8][C:9]1[CH:28]=[C:27]([F:29])[CH:26]=[CH:25][C:10]=1[O:11][CH:12]1[CH2:17][CH2:16][N:15](C(OC(C)(C)C)=O)[CH2:14][CH2:13]1, predict the reaction product. The product is: [ClH:7].[F:8][C:9]1[CH:28]=[C:27]([F:29])[CH:26]=[CH:25][C:10]=1[O:11][CH:12]1[CH2:13][CH2:14][NH:15][CH2:16][CH2:17]1. (7) Given the reactants [NH2:1][CH:2]1[C:8](=[O:9])[NH:7][C:6]2[CH:10]=[CH:11][C:12]([Br:14])=[CH:13][C:5]=2[CH2:4][CH2:3]1.CCN(CC)CC.[O:22](C(OC(C)(C)C)=O)[C:23]([O:25][C:26]([CH3:29])([CH3:28])[CH3:27])=O, predict the reaction product. The product is: [C:26]([O:25][C:23](=[O:22])[NH:1][CH:2]1[C:8](=[O:9])[NH:7][C:6]2[CH:10]=[CH:11][C:12]([Br:14])=[CH:13][C:5]=2[CH2:4][CH2:3]1)([CH3:29])([CH3:28])[CH3:27]. (8) The product is: [C:20]1(=[O:21])[NH:19][CH2:18][C:17](=[O:27])[N:23]2[CH2:24][CH2:25][CH2:26][C@@H:22]12. Given the reactants C(N(CC)CC)C.FC(F)(F)C(O)=O.CO[C:17](=[O:27])[CH2:18][NH:19][C:20]([C@@H:22]1[CH2:26][CH2:25][CH2:24][NH:23]1)=[O:21], predict the reaction product.